Dataset: Forward reaction prediction with 1.9M reactions from USPTO patents (1976-2016). Task: Predict the product of the given reaction. (1) Given the reactants [CH:1]1([CH2:4][NH:5][CH2:6][CH2:7][C:8]2[CH:13]=[CH:12][C:11]([O:14][CH3:15])=[C:10]([O:16][CH3:17])[CH:9]=2)[CH2:3][CH2:2]1.[Br:18][C:19]1[C:20]([C:25](O)=[O:26])=[N:21][CH:22]=[CH:23][CH:24]=1, predict the reaction product. The product is: [CH:1]1([CH2:4][N:5]([CH2:6][CH2:7][C:8]2[CH:13]=[CH:12][C:11]([O:14][CH3:15])=[C:10]([O:16][CH3:17])[CH:9]=2)[C:25]([C:20]2[C:19]([Br:18])=[CH:24][CH:23]=[CH:22][N:21]=2)=[O:26])[CH2:3][CH2:2]1. (2) Given the reactants C(Cl)(=O)C(Cl)=O.CS(C)=O.ClCCl.[CH3:14][C:15]1[C:19]([CH:20]([OH:22])[CH3:21])=[C:18]([C:23]2[CH:28]=[CH:27][CH:26]=[CH:25][CH:24]=2)[O:17][N:16]=1, predict the reaction product. The product is: [CH3:14][C:15]1[C:19]([C:20](=[O:22])[CH3:21])=[C:18]([C:23]2[CH:28]=[CH:27][CH:26]=[CH:25][CH:24]=2)[O:17][N:16]=1. (3) Given the reactants Cl[C:2]1[C:7]([C:8]2[CH:13]=[CH:12][N:11]=[CH:10][CH:9]=2)=[C:6]([C:14]2[O:15][CH:16]=[CH:17][CH:18]=2)[N:5]=[C:4]([NH2:19])[N:3]=1.[CH2:20]([OH:23])[CH:21]=[CH2:22], predict the reaction product. The product is: [CH2:20]([O:23][C:2]1[C:7]([C:8]2[CH:13]=[CH:12][N:11]=[CH:10][CH:9]=2)=[C:6]([C:14]2[O:15][CH:16]=[CH:17][CH:18]=2)[N:5]=[C:4]([NH2:19])[N:3]=1)[CH:21]=[CH2:22]. (4) Given the reactants Br[C:2]1[S:10][C:9]2[C:4](=[N:5][CH:6]=[CH:7][C:8]=2[O:11][C:12]2[CH:17]=[CH:16][C:15]([N+:18]([O-:20])=[O:19])=[CH:14][C:13]=2[F:21])[CH:3]=1.[N:22]1[CH:27]=[CH:26][C:25](B(O)O)=[CH:24][CH:23]=1.[F-].[Cs+].C([O-])(O)=O.[Na+], predict the reaction product. The product is: [F:21][C:13]1[CH:14]=[C:15]([N+:18]([O-:20])=[O:19])[CH:16]=[CH:17][C:12]=1[O:11][C:8]1[CH:7]=[CH:6][N:5]=[C:4]2[CH:3]=[C:2]([C:25]3[CH:26]=[CH:27][N:22]=[CH:23][CH:24]=3)[S:10][C:9]=12. (5) Given the reactants [CH3:1][O:2][C:3]1[CH:11]=[CH:10][C:6]([C:7](Cl)=[O:8])=[C:5]([N+:12]([O-:14])=[O:13])[CH:4]=1.[NH2:15][C:16]1[CH:23]=[CH:22][C:19]([C:20]#[N:21])=[CH:18][CH:17]=1.C(N(CC)CC)C, predict the reaction product. The product is: [C:20]([C:19]1[CH:22]=[CH:23][C:16]([NH:15][C:7](=[O:8])[C:6]2[CH:10]=[CH:11][C:3]([O:2][CH3:1])=[CH:4][C:5]=2[N+:12]([O-:14])=[O:13])=[CH:17][CH:18]=1)#[N:21].